This data is from NCI-60 drug combinations with 297,098 pairs across 59 cell lines. The task is: Regression. Given two drug SMILES strings and cell line genomic features, predict the synergy score measuring deviation from expected non-interaction effect. (1) Drug 1: CC1=C(C(=O)C2=C(C1=O)N3CC4C(C3(C2COC(=O)N)OC)N4)N. Drug 2: CC(C)CN1C=NC2=C1C3=CC=CC=C3N=C2N. Cell line: K-562. Synergy scores: CSS=36.4, Synergy_ZIP=-0.429, Synergy_Bliss=-4.20, Synergy_Loewe=1.74, Synergy_HSA=0.309. (2) Drug 1: C1=NC2=C(N1)C(=S)N=C(N2)N. Drug 2: CC(C)(C#N)C1=CC(=CC(=C1)CN2C=NC=N2)C(C)(C)C#N. Cell line: UO-31. Synergy scores: CSS=25.8, Synergy_ZIP=-0.741, Synergy_Bliss=-1.30, Synergy_Loewe=-1.29, Synergy_HSA=-0.194.